This data is from Peptide-MHC class I binding affinity with 185,985 pairs from IEDB/IMGT. The task is: Regression. Given a peptide amino acid sequence and an MHC pseudo amino acid sequence, predict their binding affinity value. This is MHC class I binding data. (1) The peptide sequence is NAHEGQLVI. The binding affinity (normalized) is 0. The MHC is HLA-A30:01 with pseudo-sequence HLA-A30:01. (2) The peptide sequence is CAPHRVSGVI. The MHC is HLA-A02:02 with pseudo-sequence HLA-A02:02. The binding affinity (normalized) is 0.0148. (3) The peptide sequence is SRSALLAQM. The MHC is HLA-B27:05 with pseudo-sequence HLA-B27:05. The binding affinity (normalized) is 0.158. (4) The peptide sequence is ADMSKLISL. The MHC is HLA-B40:01 with pseudo-sequence HLA-B40:01. The binding affinity (normalized) is 0.0975. (5) The binding affinity (normalized) is 0. The MHC is HLA-B35:01 with pseudo-sequence HLA-B35:01. The peptide sequence is TPKQKRKMA. (6) The peptide sequence is FSKNILKYY. The MHC is HLA-A33:01 with pseudo-sequence HLA-A33:01. The binding affinity (normalized) is 0. (7) The MHC is HLA-B58:01 with pseudo-sequence HLA-B58:01. The binding affinity (normalized) is 0.851. The peptide sequence is YSSPHLLRY. (8) The peptide sequence is VYYIVVRDF. The MHC is HLA-A23:01 with pseudo-sequence HLA-A23:01. The binding affinity (normalized) is 0.738. (9) The peptide sequence is AYISSENTTPV. The MHC is Patr-A0901 with pseudo-sequence Patr-A0901. The binding affinity (normalized) is 1.00.